From a dataset of Forward reaction prediction with 1.9M reactions from USPTO patents (1976-2016). Predict the product of the given reaction. (1) Given the reactants [C:1]1(/[CH:9]=[CH:10]/[C:11]2[CH:17]=[CH:16][C:14]([OH:15])=[CH:13][CH:12]=2)[CH:8]=[C:6]([OH:7])[CH:5]=[C:3]([OH:4])[CH:2]=1.C([O-])(O)=O.[Na+], predict the reaction product. The product is: [C:1]1([CH:9]=[CH:10][C:11]2[CH:17]=[CH:16][C:14]([OH:15])=[CH:13][CH:12]=2)[CH:8]=[C:6]([OH:7])[CH:5]=[C:3]([OH:4])[CH:2]=1. (2) Given the reactants [F:1][C:2]([F:14])([F:13])[C:3]1[CH:8]=[CH:7][C:6]([CH2:9][C:10](Cl)=[O:11])=[CH:5][CH:4]=1.C[Si]([CH:19]=[N+:20]=[N-:21])(C)C.C(OCC)C, predict the reaction product. The product is: [N+:20](=[CH:19][C:10](=[O:11])[CH2:9][C:6]1[CH:7]=[CH:8][C:3]([C:2]([F:14])([F:13])[F:1])=[CH:4][CH:5]=1)=[N-:21]. (3) Given the reactants [Cl:1][S:2]([OH:5])(=O)=[O:3].[CH:6]1[CH:7]=[CH:8][C:9]2[O:16][C:14](=[O:15])[CH2:13][CH2:12][C:10]=2[CH:11]=1, predict the reaction product. The product is: [O:15]=[C:14]1[CH2:13][CH2:12][C:10]2[C:9](=[CH:8][CH:7]=[C:6]([S:2]([Cl:1])(=[O:5])=[O:3])[CH:11]=2)[O:16]1. (4) The product is: [Cl:1][C:2]1[CH:3]=[C:4]([C:16]([NH:18][C@H:19]([C:21]2[CH:22]=[CH:23][C:24]([C:25]([OH:27])=[O:26])=[CH:28][CH:29]=2)[CH3:20])=[O:17])[C:5]([O:8][C:9]2[CH:14]=[CH:13][CH:12]=[C:11]([F:15])[C:10]=2[CH3:31])=[N:6][CH:7]=1. Given the reactants [Cl:1][C:2]1[CH:3]=[C:4]([C:16]([NH:18][C@H:19]([C:21]2[CH:29]=[CH:28][C:24]([C:25]([OH:27])=[O:26])=[CH:23][CH:22]=2)[CH3:20])=[O:17])[C:5]([O:8][C:9]2[CH:14]=[CH:13][CH:12]=[C:11]([F:15])[CH:10]=2)=[N:6][CH:7]=1.F[C:31]1C(C)=C(O)C=CC=1, predict the reaction product. (5) The product is: [CH2:1]([O:8][C:9]1[CH:10]=[CH:11][C:12]2[C:13]3[N:20]([CH2:21][CH:22]4[CH2:27][CH2:26][O:25][CH2:24][CH2:23]4)[C:37]([CH2:36][Cl:35])=[N:19][C:14]=3[CH:15]=[N:16][C:17]=2[CH:18]=1)[C:2]1[CH:3]=[CH:4][CH:5]=[CH:6][CH:7]=1. Given the reactants [CH2:1]([O:8][C:9]1[CH:18]=[C:17]2[C:12]([C:13]([NH:20][CH2:21][CH:22]3[CH2:27][CH2:26][O:25][CH2:24][CH2:23]3)=[C:14]([NH2:19])[CH:15]=[N:16]2)=[CH:11][CH:10]=1)[C:2]1[CH:7]=[CH:6][CH:5]=[CH:4][CH:3]=1.C(N(CC)CC)C.[Cl:35][CH2:36][C:37](Cl)=O, predict the reaction product. (6) Given the reactants Cl.[C:2]([O:6][C:7](=[O:17])[C:8]1[CH:13]=[CH:12][C:11]([C@H:14]([NH2:16])[CH3:15])=[CH:10][CH:9]=1)([CH3:5])([CH3:4])[CH3:3].[F:18][C:19]([F:31])([F:30])[C:20]1[CH:25]=[CH:24][C:23]([S:26](Cl)(=[O:28])=[O:27])=[CH:22][CH:21]=1.C(N(CC)CC)C, predict the reaction product. The product is: [F:31][C:19]([F:18])([F:30])[C:20]1[CH:21]=[CH:22][C:23]([S:26]([NH:16][C@@H:14]([C:11]2[CH:10]=[CH:9][C:8]([C:7]([O:6][C:2]([CH3:3])([CH3:5])[CH3:4])=[O:17])=[CH:13][CH:12]=2)[CH3:15])(=[O:28])=[O:27])=[CH:24][CH:25]=1. (7) Given the reactants N1C=CC=CC=1.[C:7](Cl)(=[O:9])[CH3:8].[Br:11][C:12]1[C:13]([F:20])=[CH:14][C:15]([CH3:19])=[C:16]([CH:18]=1)[NH2:17].Cl, predict the reaction product. The product is: [Br:11][C:12]1[C:13]([F:20])=[CH:14][C:15]([CH3:19])=[C:16]([NH:17][C:7](=[O:9])[CH3:8])[CH:18]=1. (8) Given the reactants Br[C:2]1[C:8]([F:9])=[CH:7][C:5]([NH2:6])=[C:4]([N+:10]([O-:12])=[O:11])[CH:3]=1.[C:13]([C:15]1[CH:20]=[CH:19][C:18](B(O)O)=[CH:17][CH:16]=1)#[N:14].C(=O)([O-])[O-].[Na+].[Na+], predict the reaction product. The product is: [NH2:6][C:5]1[C:4]([N+:10]([O-:12])=[O:11])=[CH:3][C:2]([C:18]2[CH:19]=[CH:20][C:15]([C:13]#[N:14])=[CH:16][CH:17]=2)=[C:8]([F:9])[CH:7]=1.